Task: Predict the reactants needed to synthesize the given product.. Dataset: Full USPTO retrosynthesis dataset with 1.9M reactions from patents (1976-2016) (1) Given the product [ClH:1].[NH2:50][CH2:49][C@H:46]1[CH2:45][CH2:44][C@H:43]([C:41]([NH:40][C@H:25]([C:26](=[O:39])[NH:27][C:28]2[CH:29]=[CH:30][C:31]([C:34]3[N:35]=[N:36][NH:37][N:38]=3)=[CH:32][CH:33]=2)[CH2:24][C:21]2[CH:20]=[CH:19][C:18]([C:16]3[C:15]([CH3:58])=[CH:14][CH:13]=[C:12]([C:10]([NH:9][C@H:6]4[CH2:7][CH2:8][C@H:3]([OH:2])[CH2:4][CH2:5]4)=[O:11])[CH:17]=3)=[CH:23][CH:22]=2)=[O:42])[CH2:48][CH2:47]1, predict the reactants needed to synthesize it. The reactants are: [ClH:1].[OH:2][C@H:3]1[CH2:8][CH2:7][C@H:6]([NH:9][C:10]([C:12]2[CH:13]=[CH:14][C:15]([CH3:58])=[C:16]([C:18]3[CH:23]=[CH:22][C:21]([CH2:24][C@H:25]([NH:40][C:41]([C@H:43]4[CH2:48][CH2:47][C@H:46]([CH2:49][NH:50]C(=O)OC(C)(C)C)[CH2:45][CH2:44]4)=[O:42])[C:26](=[O:39])[NH:27][C:28]4[CH:33]=[CH:32][C:31]([C:34]5[N:35]=[N:36][NH:37][N:38]=5)=[CH:30][CH:29]=4)=[CH:20][CH:19]=3)[CH:17]=2)=[O:11])[CH2:5][CH2:4]1. (2) The reactants are: [F:1][C:2]([F:12])([F:11])[C:3]1[N:8]=[CH:7][C:6]([CH2:9]O)=[CH:5][CH:4]=1.[Cl:13][C:14]1[CH:19]=[CH:18][C:17]([S:20]([NH:23][C@H:24]([C:27]2[CH:32]=[CH:31][CH:30]=[CH:29][CH:28]=2)[CH2:25][CH3:26])(=[O:22])=[O:21])=[CH:16][CH:15]=1.C1C=CC(P(C2C=CC=CC=2)C2C=CC=CC=2)=CC=1.CC(OC(/N=N/C(OC(C)C)=O)=O)C. Given the product [Cl:13][C:14]1[CH:19]=[CH:18][C:17]([S:20]([N:23]([C@H:24]([C:27]2[CH:28]=[CH:29][CH:30]=[CH:31][CH:32]=2)[CH2:25][CH3:26])[CH2:9][C:6]2[CH:7]=[N:8][C:3]([C:2]([F:12])([F:11])[F:1])=[CH:4][CH:5]=2)(=[O:22])=[O:21])=[CH:16][CH:15]=1, predict the reactants needed to synthesize it. (3) Given the product [Cl:1][C:2]1[CH:7]=[CH:6][C:5]([C:8]2[S:9](=[O:11])(=[O:10])[NH:18][C:14]([CH3:15])([CH3:13])[C:16]=2[CH2:17][NH:21][CH3:19])=[CH:4][CH:3]=1, predict the reactants needed to synthesize it. The reactants are: [Cl:1][C:2]1[CH:7]=[CH:6][C:5]([CH2:8][S:9](Cl)(=[O:11])=[O:10])=[CH:4][CH:3]=1.[CH3:13][C:14]([NH2:18])([C:16]#[CH:17])[CH3:15].[CH2:19]([NH2:21])C.CN. (4) The reactants are: [CH3:1][C:2]([S:7][C:8]1[S:12][C:11]([NH:13][C:14]([N:16]([C@H:25]2[CH2:30][CH2:29][C@H:28]([CH3:31])[CH2:27][CH2:26]2)[CH2:17][CH2:18][C:19]2[CH:24]=[CH:23][CH:22]=[CH:21][CH:20]=2)=[O:15])=[N:10][CH:9]=1)([CH3:6])[C:3]([OH:5])=[O:4].[Cl:32]C1C=CC(CCI)=CC=1.C(OC(=O)C(SC1SC(N)=NC=1)(C)C)C. Given the product [Cl:32][C:22]1[CH:23]=[CH:24][C:19]([CH2:18][CH2:17][N:16]([C@H:25]2[CH2:26][CH2:27][C@H:28]([CH3:31])[CH2:29][CH2:30]2)[C:14](=[O:15])[NH:13][C:11]2[S:12][C:8]([S:7][C:2]([CH3:1])([CH3:6])[C:3]([OH:5])=[O:4])=[CH:9][N:10]=2)=[CH:20][CH:21]=1, predict the reactants needed to synthesize it.